Dataset: Full USPTO retrosynthesis dataset with 1.9M reactions from patents (1976-2016). Task: Predict the reactants needed to synthesize the given product. (1) Given the product [CH2:1]([O:8][C:9]([N:11]1[CH2:15][C@@H:14]([NH:16][C:17]([O:19][CH2:20][C:21]2[CH:26]=[CH:25][CH:24]=[CH:23][CH:22]=2)=[O:18])[CH2:13][C@H:12]1[CH2:27][O:28][S:35]([C:32]1[CH:33]=[CH:34][C:29]([CH3:39])=[CH:30][CH:31]=1)(=[O:37])=[O:36])=[O:10])[C:2]1[CH:3]=[CH:4][CH:5]=[CH:6][CH:7]=1, predict the reactants needed to synthesize it. The reactants are: [CH2:1]([O:8][C:9]([N:11]1[CH2:15][C@@H:14]([NH:16][C:17]([O:19][CH2:20][C:21]2[CH:26]=[CH:25][CH:24]=[CH:23][CH:22]=2)=[O:18])[CH2:13][C@H:12]1[CH2:27][OH:28])=[O:10])[C:2]1[CH:7]=[CH:6][CH:5]=[CH:4][CH:3]=1.[C:29]1([CH3:39])[CH:34]=[CH:33][C:32]([S:35](Cl)(=[O:37])=[O:36])=[CH:31][CH:30]=1.CC(=O)OCC. (2) Given the product [CH2:17]([O:24][C:25]1[CH:30]=[CH:29][C:28]([C:2]2[C:3](=[O:16])[N:4]([CH3:15])[C:5]([CH2:8][CH:9]3[CH2:14][CH2:13][CH2:12][CH2:11][CH2:10]3)=[N:6][CH:7]=2)=[CH:27][C:26]=1[F:34])[C:18]1[CH:19]=[CH:20][CH:21]=[CH:22][CH:23]=1, predict the reactants needed to synthesize it. The reactants are: Br[C:2]1[C:3](=[O:16])[N:4]([CH3:15])[C:5]([CH2:8][CH:9]2[CH2:14][CH2:13][CH2:12][CH2:11][CH2:10]2)=[N:6][CH:7]=1.[CH2:17]([O:24][C:25]1[CH:30]=[CH:29][C:28](B(O)O)=[CH:27][C:26]=1[F:34])[C:18]1[CH:23]=[CH:22][CH:21]=[CH:20][CH:19]=1.[Cl-].[Li+]. (3) The reactants are: [CH3:1][C:2]1([CH3:20])[C:11]2[C:6](=[CH:7][CH:8]=[C:9]([CH3:12])[CH:10]=2)[NH:5][CH:4]([C:13]2[CH:14]=[C:15]([NH2:19])[CH:16]=[CH:17][CH:18]=2)[CH2:3]1.N1C=CC=CC=1.[F:27][C:28]1[CH:29]=[C:30]([S:34](Cl)(=[O:36])=[O:35])[CH:31]=[CH:32][CH:33]=1. Given the product [F:27][C:28]1[CH:29]=[C:30]([S:34]([NH:19][C:15]2[CH:16]=[CH:17][CH:18]=[C:13]([CH:4]3[CH2:3][C:2]([CH3:20])([CH3:1])[C:11]4[C:6](=[CH:7][CH:8]=[C:9]([CH3:12])[CH:10]=4)[NH:5]3)[CH:14]=2)(=[O:36])=[O:35])[CH:31]=[CH:32][CH:33]=1, predict the reactants needed to synthesize it. (4) Given the product [CH3:3][O:4][C:5](=[O:27])[CH2:6][C:7]1[CH:8]=[N:9][CH:10]=[C:11]([C:13]2[CH:18]=[CH:17][C:16]([C:19]([F:20])([F:21])[F:22])=[CH:15][C:14]=2[CH2:23][N:24]([C:31]([CH:28]2[CH2:30][CH2:29]2)=[O:32])[CH2:25][CH3:26])[CH:12]=1, predict the reactants needed to synthesize it. The reactants are: Cl.Cl.[CH3:3][O:4][C:5](=[O:27])[CH2:6][C:7]1[CH:8]=[N:9][CH:10]=[C:11]([C:13]2[CH:18]=[CH:17][C:16]([C:19]([F:22])([F:21])[F:20])=[CH:15][C:14]=2[CH2:23][NH:24][CH2:25][CH3:26])[CH:12]=1.[CH:28]1([C:31](O)=[O:32])[CH2:30][CH2:29]1.Cl.C(N=C=NCCCN(C)C)C.O.ON1C2C=CC=CC=2N=N1.C(N(CC)CC)C. (5) Given the product [F:21][C:18]([F:19])([F:20])[CH2:17][CH2:16][CH2:15][O:14][C:11]1[CH:12]=[CH:13][C:8]([C:2]([C:3]2([C:4]([O:6][CH3:7])=[O:5])[CH2:30][CH2:29]2)=[O:1])=[CH:9][CH:10]=1, predict the reactants needed to synthesize it. The reactants are: [O:1]=[C:2]([C:8]1[CH:13]=[CH:12][C:11]([O:14][CH2:15][CH2:16][CH2:17][C:18]([F:21])([F:20])[F:19])=[CH:10][CH:9]=1)[CH2:3][C:4]([O:6][CH3:7])=[O:5].C([O-])([O-])=O.[K+].[K+].Br[CH2:29][CH2:30]Br.